The task is: Regression. Given two drug SMILES strings and cell line genomic features, predict the synergy score measuring deviation from expected non-interaction effect.. This data is from NCI-60 drug combinations with 297,098 pairs across 59 cell lines. (1) Drug 1: C1CCC(CC1)NC(=O)N(CCCl)N=O. Drug 2: C1=CC=C(C=C1)NC(=O)CCCCCCC(=O)NO. Cell line: HL-60(TB). Synergy scores: CSS=60.1, Synergy_ZIP=9.60, Synergy_Bliss=8.62, Synergy_Loewe=3.17, Synergy_HSA=10.9. (2) Drug 1: C1CC(=O)NC(=O)C1N2C(=O)C3=CC=CC=C3C2=O. Drug 2: CC1C(C(CC(O1)OC2CC(CC3=C2C(=C4C(=C3O)C(=O)C5=C(C4=O)C(=CC=C5)OC)O)(C(=O)CO)O)N)O.Cl. Cell line: UO-31. Synergy scores: CSS=40.2, Synergy_ZIP=-2.31, Synergy_Bliss=-1.41, Synergy_Loewe=-33.6, Synergy_HSA=-2.50. (3) Synergy scores: CSS=-7.23, Synergy_ZIP=3.39, Synergy_Bliss=-0.962, Synergy_Loewe=-6.17, Synergy_HSA=-6.55. Drug 1: C1=CC=C(C=C1)NC(=O)CCCCCCC(=O)NO. Drug 2: C(CN)CNCCSP(=O)(O)O. Cell line: SN12C. (4) Drug 1: CN(C)C1=NC(=NC(=N1)N(C)C)N(C)C. Drug 2: CCC1(CC2CC(C3=C(CCN(C2)C1)C4=CC=CC=C4N3)(C5=C(C=C6C(=C5)C78CCN9C7C(C=CC9)(C(C(C8N6C=O)(C(=O)OC)O)OC(=O)C)CC)OC)C(=O)OC)O.OS(=O)(=O)O. Cell line: HL-60(TB). Synergy scores: CSS=42.9, Synergy_ZIP=0.480, Synergy_Bliss=-0.0775, Synergy_Loewe=-42.7, Synergy_HSA=-2.65. (5) Drug 1: CNC(=O)C1=CC=CC=C1SC2=CC3=C(C=C2)C(=NN3)C=CC4=CC=CC=N4. Drug 2: C1C(C(OC1N2C=NC3=C2NC=NCC3O)CO)O. Cell line: UACC-257. Synergy scores: CSS=1.03, Synergy_ZIP=1.64, Synergy_Bliss=2.87, Synergy_Loewe=0.0491, Synergy_HSA=0.880. (6) Drug 1: C1CCN(CC1)CCOC2=CC=C(C=C2)C(=O)C3=C(SC4=C3C=CC(=C4)O)C5=CC=C(C=C5)O. Synergy scores: CSS=1.85, Synergy_ZIP=1.98, Synergy_Bliss=3.26, Synergy_Loewe=-0.645, Synergy_HSA=0.486. Drug 2: C1=NC(=NC(=O)N1C2C(C(C(O2)CO)O)O)N. Cell line: 786-0.